This data is from Forward reaction prediction with 1.9M reactions from USPTO patents (1976-2016). The task is: Predict the product of the given reaction. (1) Given the reactants C1N(P(Cl)(N2C(=O)OCC2)=O)C(=O)OC1.[OH:16][C:17]([CH:19]([C:21]1[CH:30]=[CH:29][C:24]([CH2:25][CH:26]([CH3:28])[CH3:27])=[CH:23][CH:22]=1)[CH3:20])=[O:18].O[C:32]1[CH:48]=[CH:47][C:35]([C:36]([O:38][CH2:39][CH:40]2[CH2:44][O:43][C:42]([CH3:46])([CH3:45])[O:41]2)=[O:37])=[CH:34][CH:33]=1.C(N(CC)CC)C, predict the reaction product. The product is: [CH2:25]([C:24]1[CH:23]=[CH:22][C:21]([CH:19]([CH3:20])[C:17]([O:16][C:32]2[CH:48]=[CH:47][C:35]([C:36]([O:38][CH2:39][CH:40]3[CH2:44][O:43][C:42]([CH3:46])([CH3:45])[O:41]3)=[O:37])=[CH:34][CH:33]=2)=[O:18])=[CH:30][CH:29]=1)[CH:26]([CH3:27])[CH3:28]. (2) Given the reactants [C:1]([CH:3]([O:33][CH3:34])[CH2:4][C@H:5]1[CH2:16][CH2:15][C:14]2[S:13][C:12]3[N:11]=[CH:10][N:9]=[C:8]([O:17][CH:18]4[CH2:23][CH2:22][CH:21]([N:24]([CH3:32])[C:25](=[O:31])[O:26][C:27]([CH3:30])([CH3:29])[CH3:28])[CH2:20][CH2:19]4)[C:7]=3[C:6]1=2)#[N:2].[OH:35]O.[Li+].[OH-:38], predict the reaction product. The product is: [C:1]([C@@H:3]([O:33][CH3:34])[CH2:4][C@H:5]1[CH2:16][CH2:15][C:14]2[S:13][C:12]3[N:11]=[CH:10][N:9]=[C:8]([O:17][CH:18]4[CH2:23][CH2:22][CH:21]([N:24]([CH3:32])[C:25](=[O:31])[O:26][C:27]([CH3:28])([CH3:29])[CH3:30])[CH2:20][CH2:19]4)[C:7]=3[C:6]1=2)(=[O:35])[NH2:2].[C:1]([C@H:3]([O:33][CH3:34])[CH2:4][C@H:5]1[CH2:16][CH2:15][C:14]2[S:13][C:12]3[N:11]=[CH:10][N:9]=[C:8]([O:17][CH:18]4[CH2:19][CH2:20][CH:21]([N:24]([CH3:32])[C:25](=[O:31])[O:26][C:27]([CH3:28])([CH3:29])[CH3:30])[CH2:22][CH2:23]4)[C:7]=3[C:6]1=2)(=[O:38])[NH2:2]. (3) Given the reactants C([O:8][C:9]1[C:14]([CH3:15])=[CH:13][C:12]([C:16]2[N:17]=[CH:18][C:19]3[C:24]([CH:25]=2)=[CH:23][C:22]([O:26][CH3:27])=[CH:21][C:20]=3[O:28][CH3:29])=[CH:11][C:10]=1[CH3:30])C1C=CC=CC=1, predict the reaction product. The product is: [CH3:27][O:26][C:22]1[CH:23]=[C:24]2[C:19](=[C:20]([O:28][CH3:29])[CH:21]=1)[CH:18]=[N:17][C:16]([C:12]1[CH:13]=[C:14]([CH3:15])[C:9]([OH:8])=[C:10]([CH3:30])[CH:11]=1)=[CH:25]2.